Task: Predict the product of the given reaction.. Dataset: Forward reaction prediction with 1.9M reactions from USPTO patents (1976-2016) (1) Given the reactants [CH2:1]([O:3][C:4]([N:6]1[C:15]2[C:10](=[N:11][C:12]([O:16][CH3:17])=[CH:13][CH:14]=2)[C@@H:9]([NH:18][C:19]2[N:24]=[C:23]([CH2:25][C:26]3[CH:31]=[C:30]([C:32]([F:35])([F:34])[F:33])[CH:29]=[C:28]([C:36]([F:39])([F:38])[F:37])[CH:27]=3)[C:22](Br)=[CH:21][N:20]=2)[CH2:8][C@H:7]1[CH2:41][CH3:42])=[O:5])[CH3:2].C1(C2C=CC=CC=2O)C=CC=CC=1.P([O-])([O-])([O-])=O.[K+].[K+].[K+].[NH:64]1[CH2:69][CH2:68][CH2:67][CH:66]([CH2:70][OH:71])[CH2:65]1, predict the reaction product. The product is: [CH2:1]([O:3][C:4]([N:6]1[C:15]2[C:10](=[N:11][C:12]([O:16][CH3:17])=[CH:13][CH:14]=2)[C@@H:9]([NH:18][C:19]2[N:24]=[C:23]([CH2:25][C:26]3[CH:31]=[C:30]([C:32]([F:35])([F:34])[F:33])[CH:29]=[C:28]([C:36]([F:39])([F:38])[F:37])[CH:27]=3)[C:22]([N:64]3[CH2:69][CH2:68][CH2:67][CH:66]([CH2:70][OH:71])[CH2:65]3)=[CH:21][N:20]=2)[CH2:8][C@H:7]1[CH2:41][CH3:42])=[O:5])[CH3:2]. (2) Given the reactants C1(P(C2C=CC=CC=2)C2C=CC3OC(F)(F)OC=3C=2C2C3OC(F)(F)OC=3C=CC=2P(C2C=CC=CC=2)C2C=CC=CC=2)C=CC=CC=1.[Cl:49][CH2:50][C:51](=[O:58])[CH2:52][C:53]([O:55][CH2:56][CH3:57])=[O:54], predict the reaction product. The product is: [Cl:49][CH2:50][C@@H:51]([OH:58])[CH2:52][C:53]([O:55][CH2:56][CH3:57])=[O:54].